From a dataset of Reaction yield outcomes from USPTO patents with 853,638 reactions. Predict the reaction yield, written as a fraction of the theoretical maximum amount of product (1.0 means a 100% yield; for example, 0.34 means a 34% yield). (1) The reactants are CC1C=CC(S([O:11][CH2:12][CH2:13][O:14][CH2:15][CH2:16][O:17][S:18]([C:21]2[CH:26]=[CH:25][C:24]([CH3:27])=[CH:23][CH:22]=2)(=[O:20])=[O:19])(=O)=O)=CC=1.C(=O)([O-])[O-].[Cs+].[Cs+].[F:34][C:35]1[C:47]([F:48])=[C:46]([CH2:49][N:50]2[C:59](=[O:60])[C:58]([C:61](=[O:83])[NH:62][C:63]3[CH:68]=[CH:67][C:66]([C:69]([F:72])([F:71])[F:70])=[CH:65][C:64]=3[C:73]3[CH:78]=[C:77]([C:79]([F:82])([F:81])[F:80])[N:76]=[CH:75][N:74]=3)=[C:57]([OH:84])[C:52]3([CH2:56][CH2:55][CH2:54][CH2:53]3)[N:51]2[CH3:85])[CH:45]=[CH:44][C:36]=1OCCCC([O-])=O.C(O)=O. The catalyst is C(#N)C. The product is [CH3:27][C:24]1[CH:23]=[CH:22][C:21]([S:18]([O:17][CH2:16][CH2:15][O:14][CH2:13][CH2:12][O:11][C:36]2[CH:44]=[CH:45][C:46]([CH2:49][N:50]3[C:59](=[O:60])[C:58]([C:61](=[O:83])[NH:62][C:63]4[CH:68]=[CH:67][C:66]([C:69]([F:72])([F:70])[F:71])=[CH:65][C:64]=4[C:73]4[CH:78]=[C:77]([C:79]([F:81])([F:82])[F:80])[N:76]=[CH:75][N:74]=4)=[C:57]([OH:84])[C:52]4([CH2:53][CH2:54][CH2:55][CH2:56]4)[N:51]3[CH3:85])=[C:47]([F:48])[C:35]=2[F:34])(=[O:19])=[O:20])=[CH:26][CH:25]=1. The yield is 0.830. (2) The reactants are Cl[C:2]1[C:11]2[C:6](=[CH:7][C:8]([O:14][CH3:15])=[C:9]([O:12][CH3:13])[CH:10]=2)[N:5]=[CH:4][CH:3]=1.[OH:16][C:17]1[C:18]([CH3:30])=[N:19][C:20]2[C:25]([C:26]=1C(O)=O)=[CH:24][CH:23]=[CH:22][CH:21]=2.O. The catalyst is CN(C)C1C=CN=CC=1.ClC1C=CC=CC=1Cl. The product is [CH3:13][O:12][C:9]1[CH:10]=[C:11]2[C:6](=[CH:7][C:8]=1[O:14][CH3:15])[N:5]=[CH:4][CH:3]=[C:2]2[O:16][C:17]1[C:18]([CH3:30])=[N:19][C:20]2[C:25]([CH:26]=1)=[CH:24][CH:23]=[CH:22][CH:21]=2. The yield is 0.110. (3) The reactants are [N:1]1[NH:2][CH:3]=[C:4]2[C:9]=1[CH2:8][CH2:7][CH2:6][C:5]2=[O:10].[Br:11]Br. The catalyst is CCOCC.CC(O)=O. The product is [Br:11][CH:6]1[CH2:7][CH2:8][C:9]2[C:4](=[CH:3][NH:2][N:1]=2)[C:5]1=[O:10]. The yield is 0.800. (4) The reactants are [F:1][C:2]([F:32])([F:31])[O:3][C:4]1[CH:9]=[CH:8][C:7]([C:10]2[S:14][C:13]([NH:15][C:16]([NH:18][C:19]3[C:24]([CH3:25])=[CH:23][C:22]([CH3:26])=[CH:21][C:20]=3[CH3:27])=[O:17])=[C:12]([C:28]([OH:30])=O)[CH:11]=2)=[CH:6][CH:5]=1.CN(C(ON1N=NC2C=CC=NC1=2)=[N+](C)C)C.F[P-](F)(F)(F)(F)F.CCN(C(C)C)C(C)C.Cl.[NH2:67][C@@H:68]([CH:73]1[CH2:78][CH2:77][CH2:76][CH2:75][CH2:74]1)[C:69]([O:71][CH3:72])=[O:70]. The catalyst is CN(C=O)C. The product is [CH:73]1([C@H:68]([NH:67][C:28]([C:12]2[CH:11]=[C:10]([C:7]3[CH:6]=[CH:5][C:4]([O:3][C:2]([F:1])([F:32])[F:31])=[CH:9][CH:8]=3)[S:14][C:13]=2[NH:15][C:16]([NH:18][C:19]2[C:24]([CH3:25])=[CH:23][C:22]([CH3:26])=[CH:21][C:20]=2[CH3:27])=[O:17])=[O:30])[C:69]([O:71][CH3:72])=[O:70])[CH2:78][CH2:77][CH2:76][CH2:75][CH2:74]1. The yield is 0.750. (5) The reactants are [C:1]([O:5][C:6]([NH:8][C@@H:9]([CH2:13][CH:14]1[CH2:18][CH2:17][CH2:16][CH2:15]1)[C:10]([OH:12])=O)=[O:7])([CH3:4])([CH3:3])[CH3:2].ClC(OCC)=O.CN1CCOCC1.Cl.[CH3:33][NH:34][O:35][CH3:36]. The catalyst is C(Cl)Cl.C1COCC1.C(Cl)Cl. The product is [CH:14]1([CH2:13][C@H:9]([NH:8][C:6](=[O:7])[O:5][C:1]([CH3:2])([CH3:3])[CH3:4])[C:10]([N:34]([O:35][CH3:36])[CH3:33])=[O:12])[CH2:18][CH2:17][CH2:16][CH2:15]1. The yield is 0.930. (6) The reactants are [NH2:1][C:2]1[C:3]([O:16]C)=[C:4]([C:8]2[O:12][C:11]([C:13]([OH:15])=[O:14])=[CH:10][CH:9]=2)[CH:5]=[CH:6][CH:7]=1.B(Br)(Br)[Br:19]. The catalyst is ClCCl. The product is [BrH:19].[NH2:1][C:2]1[C:3]([OH:16])=[C:4]([C:8]2[O:12][C:11]([C:13]([OH:15])=[O:14])=[CH:10][CH:9]=2)[CH:5]=[CH:6][CH:7]=1. The yield is 0.472. (7) The reactants are C([C:3]1[CH:4]=[C:5]([CH:20]=[CH:21][C:22]=1[B:23]1[O:27]C(C)(C)[C:25](C)(C)[O:24]1)[O:6][C:7]1[N:14]=[C:13]([NH:15][CH2:16][CH2:17][O:18][CH3:19])[CH:12]=[CH:11][C:8]=1[C:9]#[N:10])=O.[BH4-].[Na+].Cl. The catalyst is CO. The product is [OH:27][B:23]1[C:22]2[CH:21]=[CH:20][C:5]([O:6][C:7]3[N:14]=[C:13]([NH:15][CH2:16][CH2:17][O:18][CH3:19])[CH:12]=[CH:11][C:8]=3[C:9]#[N:10])=[CH:4][C:3]=2[CH2:25][O:24]1. The yield is 0.320.